From a dataset of Peptide-MHC class II binding affinity with 134,281 pairs from IEDB. Regression. Given a peptide amino acid sequence and an MHC pseudo amino acid sequence, predict their binding affinity value. This is MHC class II binding data. (1) The peptide sequence is YHFDLSGHAFGAMAK. The MHC is HLA-DPA10103-DPB10301 with pseudo-sequence HLA-DPA10103-DPB10301. The binding affinity (normalized) is 0.131. (2) The peptide sequence is GSDPKKLVLNIKYTRPGDSL. The MHC is DRB1_0101 with pseudo-sequence DRB1_0101. The binding affinity (normalized) is 0.507. (3) The peptide sequence is TIGTSVEESEMFMPR. The MHC is DRB1_1301 with pseudo-sequence DRB1_1301. The binding affinity (normalized) is 0. (4) The peptide sequence is SVGTGNCTTNILEAK. The MHC is DRB1_0901 with pseudo-sequence DRB1_0901. The binding affinity (normalized) is 0.183. (5) The peptide sequence is AFILDGDNLFPKQ. The MHC is DRB3_0101 with pseudo-sequence DRB3_0101. The binding affinity (normalized) is 0.871.